From a dataset of Forward reaction prediction with 1.9M reactions from USPTO patents (1976-2016). Predict the product of the given reaction. (1) Given the reactants [Br:1][C:2]1[CH:3]=[CH:4][C:5]2[N:9]([CH3:10])[C:8](=[O:11])[N:7](C(OCC)=O)[C:6]=2[CH:17]=1.[OH-].[Na+], predict the reaction product. The product is: [Br:1][C:2]1[CH:3]=[CH:4][C:5]2[N:9]([CH3:10])[C:8](=[O:11])[NH:7][C:6]=2[CH:17]=1. (2) The product is: [CH:16]([O:15][C:13]1[CH:12]=[C:7]([CH:6]=[C:5]([O:4][CH:1]([CH3:3])[CH3:2])[CH:14]=1)[C:8]([OH:10])=[O:9])([CH3:18])[CH3:17]. Given the reactants [CH:1]([O:4][C:5]1[CH:6]=[C:7]([CH:12]=[C:13]([O:15][CH:16]([CH3:18])[CH3:17])[CH:14]=1)[C:8]([O:10]C)=[O:9])([CH3:3])[CH3:2].O[Li].O, predict the reaction product. (3) Given the reactants [N:1]([CH2:4][CH2:5][O:6][C:7]1[CH:12]=[CH:11][C:10]([C:13]2[N:14]([CH2:26][CH3:27])[C:15]3[C:20]([C:21]=2[C:22]#[N:23])=[CH:19][CH:18]=[C:17]([O:24][CH3:25])[CH:16]=3)=[CH:9][CH:8]=1)=[N+]=[N-].Cl, predict the reaction product. The product is: [NH2:1][CH2:4][CH2:5][O:6][C:7]1[CH:12]=[CH:11][C:10]([C:13]2[N:14]([CH2:26][CH3:27])[C:15]3[C:20]([C:21]=2[C:22]#[N:23])=[CH:19][CH:18]=[C:17]([O:24][CH3:25])[CH:16]=3)=[CH:9][CH:8]=1. (4) Given the reactants [C:1]([O:5][C:6]([C@@H:8]([CH2:12][N:13]([CH2:26][CH2:27][CH2:28][CH:29]=[CH2:30])[S:14]([C:17]1[CH:22]=[CH:21][CH:20]=[CH:19][C:18]=1[N+:23]([O-:25])=[O:24])(=[O:16])=[O:15])[C:9](O)=[O:10])=[O:7])([CH3:4])([CH3:3])[CH3:2].Cl.Cl.[CH2:33]([O:35][C:36]([C:38]1([NH:43][C:44]([CH:46]2[CH2:50][CH:49]([O:51][C:52]3[C:61]4[C:56](=[CH:57][CH:58]=[CH:59][CH:60]=4)[CH:55]=[CH:54][N:53]=3)[CH2:48][NH:47]2)=[O:45])[CH2:40][CH:39]1[CH:41]=[CH2:42])=[O:37])[CH3:34].CN1CCOCC1.CN(C(ON1N=NC2C=CC=NC1=2)=[N+](C)C)C.F[P-](F)(F)(F)(F)F, predict the reaction product. The product is: [C:1]([O:5][C:6]([C@@H:8]([CH2:12][N:13]([CH2:26][CH2:27][CH2:28][CH:29]=[CH2:30])[S:14]([C:17]1[CH:22]=[CH:21][CH:20]=[CH:19][C:18]=1[N+:23]([O-:25])=[O:24])(=[O:16])=[O:15])[C:9]([N:47]1[C@H:46]([C:44]([NH:43][C@:38]2([C:36]([O:35][CH2:33][CH3:34])=[O:37])[CH2:40][C@H:39]2[CH:41]=[CH2:42])=[O:45])[CH2:50][C@@H:49]([O:51][C:52]2[C:61]3[C:56](=[CH:57][CH:58]=[CH:59][CH:60]=3)[CH:55]=[CH:54][N:53]=2)[CH2:48]1)=[O:10])=[O:7])([CH3:2])([CH3:4])[CH3:3]. (5) Given the reactants [Cl:1][C:2]1[CH:3]=[C:4]([O:12][C:13]2[CH:20]=[CH:19][C:16]([CH:17]=O)=[CH:15][CH:14]=2)[CH:5]=[C:6]([C:8]([F:11])([F:10])[F:9])[CH:7]=1.[H-].[Na+].[CH2:23]1COCC1, predict the reaction product. The product is: [Cl:1][C:2]1[CH:7]=[C:6]([C:8]([F:11])([F:10])[F:9])[CH:5]=[C:4]([O:12][C:13]2[CH:20]=[CH:19][C:16]([CH:17]=[CH2:23])=[CH:15][CH:14]=2)[CH:3]=1. (6) Given the reactants [CH3:1][C:2]1([CH3:9])[CH2:7][CH2:6][C:5](=[O:8])[CH:4]=[CH:3]1.[Li+].[CH3:11][Si]([N-][Si](C)(C)C)(C)C.IC, predict the reaction product. The product is: [CH3:1][C:2]1([CH3:9])[CH2:7][CH:6]([CH3:11])[C:5](=[O:8])[CH:4]=[CH:3]1. (7) Given the reactants [Br:1][C:2]1[CH:10]=[CH:9][C:5]([C:6]([OH:8])=O)=[C:4]([F:11])[C:3]=1[F:12].N1(C(N2C=CN=C2)=O)C=CN=C1.[NH2:25][C:26]1[N:31]=[C:30]([S:32]([NH2:35])(=[O:34])=[O:33])[CH:29]=[CH:28][CH:27]=1.[H-].[Na+], predict the reaction product. The product is: [NH2:25][C:26]1[N:31]=[C:30]([S:32]([NH:35][C:6](=[O:8])[C:5]2[CH:9]=[CH:10][C:2]([Br:1])=[C:3]([F:12])[C:4]=2[F:11])(=[O:34])=[O:33])[CH:29]=[CH:28][CH:27]=1. (8) Given the reactants Cl.[Cl:2][C:3]1[C:4]([F:18])=[C:5]([CH:9]2[CH2:12][C:11]3([CH2:17][CH2:16][NH:15][CH2:14][CH2:13]3)[CH2:10]2)[CH:6]=[CH:7][CH:8]=1.C1([O:25][C:26](=O)[NH:27][C:28]2[O:32][N:31]=[C:30]([CH3:33])[C:29]=2[CH3:34])C=CC=CC=1, predict the reaction product. The product is: [Cl:2][C:3]1[C:4]([F:18])=[C:5]([CH:9]2[CH2:12][C:11]3([CH2:17][CH2:16][N:15]([C:26]([NH:27][C:28]4[O:32][N:31]=[C:30]([CH3:33])[C:29]=4[CH3:34])=[O:25])[CH2:14][CH2:13]3)[CH2:10]2)[CH:6]=[CH:7][CH:8]=1. (9) The product is: [F:9][C:7]1[CH:8]=[C:3]([CH2:2][NH:1][S:32]([CH3:31])(=[O:34])=[O:33])[C:4]([NH:20][C@H:21]([C:24]2[CH:29]=[CH:28][C:27]([F:30])=[CH:26][CH:25]=2)[CH2:22][OH:23])=[N:5][C:6]=1[NH:10][C:11]1[CH:15]=[C:14]([O:16][CH:17]([CH3:19])[CH3:18])[NH:13][N:12]=1. Given the reactants [NH2:1][CH2:2][C:3]1[C:4]([NH:20][C@H:21]([C:24]2[CH:29]=[CH:28][C:27]([F:30])=[CH:26][CH:25]=2)[CH2:22][OH:23])=[N:5][C:6]([NH:10][C:11]2[CH:15]=[C:14]([O:16][CH:17]([CH3:19])[CH3:18])[NH:13][N:12]=2)=[C:7]([F:9])[CH:8]=1.[CH3:31][S:32](O)(=[O:34])=[O:33].CCN(C(C)C)C(C)C, predict the reaction product.